From a dataset of Full USPTO retrosynthesis dataset with 1.9M reactions from patents (1976-2016). Predict the reactants needed to synthesize the given product. Given the product [CH3:1][O:2][C:3](=[O:18])[C:4]1[CH:9]=[C:8]([NH:10][C:23](=[O:24])[C:22]2[CH:26]=[CH:27][CH:28]=[C:20]([Cl:19])[CH:21]=2)[CH:7]=[CH:6][C:5]=1[O:11][C:12]1[CH:13]=[CH:14][CH:15]=[CH:16][CH:17]=1, predict the reactants needed to synthesize it. The reactants are: [CH3:1][O:2][C:3](=[O:18])[C:4]1[CH:9]=[C:8]([NH2:10])[CH:7]=[CH:6][C:5]=1[O:11][C:12]1[CH:17]=[CH:16][CH:15]=[CH:14][CH:13]=1.[Cl:19][C:20]1[CH:21]=[C:22]([CH:26]=[CH:27][CH:28]=1)[C:23](Cl)=[O:24].